Dataset: Reaction yield outcomes from USPTO patents with 853,638 reactions. Task: Predict the reaction yield, written as a fraction of the theoretical maximum amount of product (1.0 means a 100% yield; for example, 0.34 means a 34% yield). (1) The reactants are O.[C:2]1([CH3:12])[CH:7]=[CH:6][C:5]([S:8]([OH:11])(=[O:10])=[O:9])=[CH:4][CH:3]=1.[Cl:13][C:14]1[C:15]([O:30][C:31]2[CH:36]=[C:35]([F:37])[C:34]([C:38]([F:41])([F:40])[F:39])=[CH:33][C:32]=2[C:42]2[CH:47]=[CH:46][N:45]=[N:44][CH:43]=2)=[CH:16][C:17]([F:29])=[C:18]([S:20]([NH:23][C:24]2[N:25]=[CH:26][S:27][CH:28]=2)(=[O:22])=[O:21])[CH:19]=1. The catalyst is CC(C)=O. The product is [CH3:12][C:2]1[CH:3]=[CH:4][C:5]([S:8]([OH:11])(=[O:10])=[O:9])=[CH:6][CH:7]=1.[Cl:13][C:14]1[C:15]([O:30][C:31]2[CH:36]=[C:35]([F:37])[C:34]([C:38]([F:39])([F:40])[F:41])=[CH:33][C:32]=2[C:42]2[CH:47]=[CH:46][N:45]=[N:44][CH:43]=2)=[CH:16][C:17]([F:29])=[C:18]([S:20]([NH:23][C:24]2[N:25]=[CH:26][S:27][CH:28]=2)(=[O:22])=[O:21])[CH:19]=1. The yield is 0.560. (2) The reactants are Cl[C:2]1[S:6][C:5]([C:7]2[CH:12]=[CH:11][CH:10]=[C:9]([N+:13]([O-])=O)[CH:8]=2)=[N:4][CH:3]=1.O.NN. The catalyst is C1COCC1.[Ni]. The product is [S:6]1[CH:2]=[CH:3][N:4]=[C:5]1[C:7]1[CH:8]=[C:9]([NH2:13])[CH:10]=[CH:11][CH:12]=1. The yield is 0.720. (3) The reactants are C(OC(=O)[NH:7][C:8]([CH3:17])([C:10]1[N:14]([CH3:15])[C:13](=[O:16])[O:12][N:11]=1)[CH3:9])(C)(C)C.[ClH:19].O1CCOCC1. The catalyst is C(O)C. The product is [ClH:19].[NH2:7][C:8]([C:10]1[N:14]([CH3:15])[C:13](=[O:16])[O:12][N:11]=1)([CH3:9])[CH3:17]. The yield is 0.950. (4) The reactants are [OH:1][CH2:2][C:3]1[CH:8]=[CH:7][C:6]([C:9]2[N:13]=[C:12]([C:14]3[S:15][C:16]([C:25]([F:28])([F:27])[F:26])=[C:17]([C:19]4[CH:24]=[CH:23][CH:22]=[CH:21][CH:20]=4)[CH:18]=3)[O:11][N:10]=2)=[CH:5][CH:4]=1.C[N+]1([O-])CCOCC1. The product is [CH:2]([C:3]1[CH:8]=[CH:7][C:6]([C:9]2[N:13]=[C:12]([C:14]3[S:15][C:16]([C:25]([F:27])([F:26])[F:28])=[C:17]([C:19]4[CH:24]=[CH:23][CH:22]=[CH:21][CH:20]=4)[CH:18]=3)[O:11][N:10]=2)=[CH:5][CH:4]=1)=[O:1]. The catalyst is CC#N.[Ru]([O-])(=O)(=O)=O.C([N+](CCC)(CCC)CCC)CC. The yield is 0.660.